From a dataset of Reaction yield outcomes from USPTO patents with 853,638 reactions. Predict the reaction yield, written as a fraction of the theoretical maximum amount of product (1.0 means a 100% yield; for example, 0.34 means a 34% yield). (1) The reactants are Cl.[CH:2]1([NH:8][CH2:9][C:10]([OH:12])=[O:11])[CH2:7][CH2:6][CH2:5][CH2:4][CH2:3]1.C(=O)([O-])[O-].[K+].[K+].[CH2:19]([O:23][C:24](Cl)=[O:25])[CH:20]([CH3:22])[CH3:21]. The catalyst is C(#N)C.O. The product is [CH2:19]([O:23][C:24]([N:8]([CH:2]1[CH2:7][CH2:6][CH2:5][CH2:4][CH2:3]1)[CH2:9][C:10]([OH:12])=[O:11])=[O:25])[CH:20]([CH3:22])[CH3:21]. The yield is 0.940. (2) The product is [OH:1][CH2:2][CH2:3][CH2:4][C@@:5]1([C:29]2[CH:30]=[CH:31][CH:32]=[CH:33][CH:34]=2)[O:10][C:9](=[O:11])[N:8]([C@H:12]([C:14]2[CH:19]=[CH:18][C:17]([C:36]3[CH:41]=[CH:40][N:39]([CH3:42])[C:38](=[O:43])[CH:37]=3)=[CH:16][CH:15]=2)[CH3:13])[CH2:7][CH2:6]1. The catalyst is O1CCOCC1.Cl[Pd](Cl)([P](C1C=CC=CC=1)(C1C=CC=CC=1)C1C=CC=CC=1)[P](C1C=CC=CC=1)(C1C=CC=CC=1)C1C=CC=CC=1. The reactants are [OH:1][CH2:2][CH2:3][CH2:4][C@@:5]1([C:29]2[CH:34]=[CH:33][CH:32]=[CH:31][CH:30]=2)[O:10][C:9](=[O:11])[N:8]([C@H:12]([C:14]2[CH:19]=[CH:18][C:17](B3OC(C)(C)C(C)(C)O3)=[CH:16][CH:15]=2)[CH3:13])[CH2:7][CH2:6]1.Br[C:36]1[CH:41]=[CH:40][N:39]([CH3:42])[C:38](=[O:43])[CH:37]=1.C([O-])([O-])=O.[Cs+].[Cs+]. The yield is 0.510. (3) The reactants are [CH2:1]([N:4]([CH2:8][C:9]1[CH:10]=[C:11]([C:17]2[C:26]3[C:21](=[CH:22][CH:23]=[CH:24][C:25]=3[OH:27])[C:20](=[O:28])[NH:19][CH:18]=2)[CH:12]=[CH:13][C:14]=1[O:15]C)[CH2:5][CH2:6][CH3:7])[CH2:2][CH3:3].B(Br)(Br)Br.ClCCl.C(=O)([O-])[O-].[Na+].[Na+]. The catalyst is ClCCl. The product is [CH2:1]([N:4]([CH2:8][C:9]1[CH:10]=[C:11]([C:17]2[C:26]3[C:21](=[CH:22][CH:23]=[CH:24][C:25]=3[OH:27])[C:20](=[O:28])[NH:19][CH:18]=2)[CH:12]=[CH:13][C:14]=1[OH:15])[CH2:5][CH2:6][CH3:7])[CH2:2][CH3:3]. The yield is 0.860. (4) The reactants are C([NH:9][C:10]([NH:12][C:13]1[S:14][C:15]2[C:21]([C:22]3[CH:27]=[CH:26][CH:25]=[CH:24][CH:23]=3)=[CH:20][CH:19]=[C:18]([O:28][CH3:29])[C:16]=2[N:17]=1)=[S:11])(=O)C1C=CC=CC=1.C1COCC1.C[O-].[Na+]. The catalyst is CO. The product is [CH3:29][O:28][C:18]1[C:16]2[N:17]=[C:13]([NH:12][C:10]([NH2:9])=[S:11])[S:14][C:15]=2[C:21]([C:22]2[CH:27]=[CH:26][CH:25]=[CH:24][CH:23]=2)=[CH:20][CH:19]=1. The yield is 0.870.